From a dataset of Experimentally validated miRNA-target interactions with 360,000+ pairs, plus equal number of negative samples. Binary Classification. Given a miRNA mature sequence and a target amino acid sequence, predict their likelihood of interaction. (1) The miRNA is hsa-miR-5586-3p with sequence CAGAGUGACAAGCUGGUUAAAG. The protein sequence of the target gene is MRLLLLLAFISVIPVSVQLLDARQFLIYNEDHKRCVDALSAISVQTATCNPEAESQKFRWVSDSQIMSVAFKLCLGVPSKTDWASVTLYACDSKSEYQKWECKNDTLFGIKGTELYFNYGNRQEKNIKLYKGSGLWSRWKVYGTTDDLCSRGYEAMYSLLGNANGAVCAFPFKFENKWYADCTSAGRSDGWLWCGTTTDYDKDKLFGFCPLHFEGSERLWNKDPLTGILYQINSKSALTWHQARASCKQQNADLLSVTEIHEQMYLTGLTSSLSSGLWIGLNSLSVRSGWQWAGGSPFRY.... Result: 0 (no interaction). (2) The miRNA is mmu-miR-669e-3p with sequence UGAAUAUACACACACUUACAC. The protein sequence of the target gene is MYLRRAVSKTLALPLRAPPNPAPLGKDASLRRMSSNRFPGSSGSNMIYYLVVGVTVSAGGYYAYKTVTSDQAKHTEHKTNLKEKTKAEIHPFQGEKENVAETEKASSEAPEELIVEAEVVDAEESPSATVVVIKEASACPGHVEAAPETTAVSAETGPEVTDAAARETTEVNPETTPEVTNAALDEAVTIDNDKDTTKNETSDEYAELEEENSPAESESSAGDDLQEEASVGSEAASAQG. Result: 0 (no interaction). (3) The miRNA is hsa-miR-15a-3p with sequence CAGGCCAUAUUGUGCUGCCUCA. The protein sequence of the target gene is MVIRVYIASSSGSTAIKKKQQDVLGFLEANKIGFEEKDIAANEENRKWMRENVPENSRPATGYPLPPQIFNESQYRGDYDAFFEARENNAVYAFLGLTAPPGSKEAEVQAKQQA. Result: 1 (interaction). (4) The miRNA is hsa-miR-370-3p with sequence GCCUGCUGGGGUGGAACCUGGU. The protein sequence of the target gene is MMSNSSSEIDVIKTRIPTYDEDDNTILYAYETKPEFVNKEPNIVSDASCNTEEQLKTVDDVLIHCQVIYDALQNLDKKIDVIRRKVSKIQRFHARSLWTNHKRYGYKKHSYRLVKKLKLQKMKKNEVYETFSYPESYSPTLPVSRRENNSPSNLPRPSFCMEEYQRAELEEDPILSRTPSPVHPSDFSEHNCQPYYASDGATYGSSSGLCLGNPRADSIHNTYSTDHASAAPPSVTRSPVENDGYIEEGSITKHPSTWSVEAVVLFLKQTDPLALCPLVDLFRSHEIDGKALLLLTSDVL.... Result: 0 (no interaction).